This data is from Full USPTO retrosynthesis dataset with 1.9M reactions from patents (1976-2016). The task is: Predict the reactants needed to synthesize the given product. (1) Given the product [Cl:1][C:2]1[N:11]=[CH:10][C:9]2[N:8]([CH2:31][C:32]([F:35])([F:34])[CH3:33])[C:7](=[O:12])[C:6]3([CH3:17])[CH2:13][O:14][CH2:15][CH2:16][N:5]3[C:4]=2[N:3]=1, predict the reactants needed to synthesize it. The reactants are: [Cl:1][C:2]1[N:11]=[CH:10][C:9]2[NH:8][C:7](=[O:12])[C:6]3([CH3:17])[CH2:13][O:14][CH2:15][CH2:16][N:5]3[C:4]=2[N:3]=1.[N+](C1C=CC(S(O[CH2:31][C:32]([F:35])([F:34])[CH3:33])(=O)=O)=CC=1)([O-])=O.C(=O)([O-])[O-].[Cs+].[Cs+].CCOC(C)=O. (2) Given the product [CH3:28][O:27][C:25]([C:21]1[CH:20]=[C:19]([C:15]2[CH:16]=[CH:17][CH:18]=[C:13]([NH:12][CH2:11][CH2:10][NH2:9])[CH:14]=2)[CH:24]=[CH:23][CH:22]=1)=[O:26], predict the reactants needed to synthesize it. The reactants are: Cl.C(OC([NH:9][CH2:10][CH2:11][NH:12][C:13]1[CH:14]=[C:15]([C:19]2[CH:24]=[CH:23][CH:22]=[C:21]([C:25]([O:27][CH3:28])=[O:26])[CH:20]=2)[CH:16]=[CH:17][CH:18]=1)=O)(C)(C)C. (3) Given the product [CH3:8][O:9][C:10](=[O:21])[C:11]1[CH:16]=[CH:15][CH:14]=[C:13]([C:17]2[S:18][C:28]([CH2:27][CH2:26][OH:25])=[N:20][N:19]=2)[CH:12]=1, predict the reactants needed to synthesize it. The reactants are: FC(F)(F)C(O)=O.[CH3:8][O:9][C:10](=[O:21])[C:11]1[CH:16]=[CH:15][CH:14]=[C:13]([C:17]([NH:19][NH2:20])=[S:18])[CH:12]=1.Cl.C([O:25][C:26](=N)[CH2:27][CH2:28]O)C. (4) Given the product [C:50]([O:49][C:47]([NH:5][C@H:4]([CH2:14][C:15]1[CH:20]=[CH:19][C:18]([C:21]([F:22])([F:23])[F:24])=[CH:17][C:16]=1[F:25])[CH2:3][C:34]([OH:36])=[O:35])=[O:48])([CH3:51])([CH3:52])[CH3:53], predict the reactants needed to synthesize it. The reactants are: CO[C:3]1[C@@H:4]([CH2:14][C:15]2[CH:20]=[CH:19][C:18]([C:21]([F:24])([F:23])[F:22])=[CH:17][C:16]=2[F:25])[N:5]=C(OC)[C@H](C(C)C)N=1.C(#N)C.ClCCl.FC(F)(F)[C:34]([OH:36])=[O:35].[C:47](O[C:47]([O:49][C:50]([CH3:53])([CH3:52])[CH3:51])=[O:48])([O:49][C:50]([CH3:53])([CH3:52])[CH3:51])=[O:48]. (5) Given the product [C:7]([NH:10][C:11]1[N:12]=[C:13]([N:1]2[CH2:6][CH2:5][NH:4][CH2:3][CH2:2]2)[C:14]2[N:20]=[C:19]([C:21]3[CH:26]=[CH:25][C:24]([O:27][CH3:28])=[C:23]([O:29][CH3:30])[CH:22]=3)[CH:18]=[CH:17][C:15]=2[N:16]=1)(=[O:9])[CH3:8], predict the reactants needed to synthesize it. The reactants are: [NH:1]1[CH2:6][CH2:5][NH:4][CH2:3][CH2:2]1.[C:7]([NH:10][C:11]1[N:12]=[C:13](C2N=CNN=2)[C:14]2[N:20]=[C:19]([C:21]3[CH:26]=[CH:25][C:24]([O:27][CH3:28])=[C:23]([O:29][CH3:30])[CH:22]=3)[CH:18]=[CH:17][C:15]=2[N:16]=1)(=[O:9])[CH3:8]. (6) Given the product [CH2:29]([O:28][P:27]([C:10]1[S:9][C:8]([CH:3]2[N:4]([CH3:7])[CH2:5][CH2:6][N:2]2[CH3:1])=[CH:12][CH:11]=1)(=[O:34])[O:31][CH2:32][CH3:33])[CH3:30], predict the reactants needed to synthesize it. The reactants are: [CH3:1][N:2]1[CH2:6][CH2:5][N:4]([CH3:7])[CH:3]1[C:8]1[S:9][CH:10]=[CH:11][CH:12]=1.CN(CCN(C)C)C.[Li]CCCC.Cl[P:27](=[O:34])([O:31][CH2:32][CH3:33])[O:28][CH2:29][CH3:30]. (7) The reactants are: [N:1]1[CH:6]=[CH:5][CH:4]=[C:3]([C:7]2[CH:8]=[C:9]([OH:13])[CH:10]=[CH:11][CH:12]=2)[CH:2]=1.Br[C:15]([CH3:21])([CH3:20])[C:16]([O:18][CH3:19])=[O:17].C([O-])([O-])=O.[K+].[K+]. Given the product [CH3:19][O:18][C:16](=[O:17])[C:15]([CH3:21])([O:13][C:9]1[CH:10]=[CH:11][CH:12]=[C:7]([C:3]2[CH:2]=[N:1][CH:6]=[CH:5][CH:4]=2)[CH:8]=1)[CH3:20], predict the reactants needed to synthesize it.